The task is: Binary Classification. Given a drug SMILES string, predict its activity (active/inactive) in a high-throughput screening assay against a specified biological target.. This data is from HIV replication inhibition screening data with 41,000+ compounds from the AIDS Antiviral Screen. The drug is Cn1c2c(c(=O)c3cc(O)ccc31)CC(O)C(C)(C)O2. The result is 0 (inactive).